This data is from Reaction yield outcomes from USPTO patents with 853,638 reactions. The task is: Predict the reaction yield, written as a fraction of the theoretical maximum amount of product (1.0 means a 100% yield; for example, 0.34 means a 34% yield). (1) The yield is 0.510. The reactants are [C:1]([C:4]1[CH:16]=[CH:15][C:7]([O:8][CH2:9][C:10](OCC)=[O:11])=[C:6]([N+:17]([O-])=O)[CH:5]=1)(=[O:3])[CH3:2].COC1C=CC2OCC(=O)NC=2C=1. The product is [C:1]([C:4]1[CH:16]=[CH:15][C:7]2[O:8][CH2:9][C:10](=[O:11])[NH:17][C:6]=2[CH:5]=1)(=[O:3])[CH3:2]. The catalyst is C(O)(=O)C.[Fe]. (2) The reactants are [F:1][C:2]([F:33])([C:25](=[O:32])[N:26]1[CH2:31][CH2:30][CH2:29][CH2:28][CH2:27]1)[C:3](=[N:18][S:19]([C:21]([CH3:24])([CH3:23])[CH3:22])=[O:20])[C:4]1[CH:9]=[CH:8][C:7]([O:10][CH2:11][CH2:12][CH2:13][C:14]([F:17])([F:16])[F:15])=[CH:6][CH:5]=1.[Si]([C:38]([F:41])([F:40])[F:39])(C)(C)C. The catalyst is CCCC[N+](CCCC)(CCCC)CCCC.C1C=CC([Si-](F)(F)(C2C=CC=CC=2)C2C=CC=CC=2)=CC=1.CN(C=O)C.C1COCC1. The product is [CH3:22][C:21]([S:19]([NH:18][C:3]([C:4]1[CH:5]=[CH:6][C:7]([O:10][CH2:11][CH2:12][CH2:13][C:14]([F:17])([F:16])[F:15])=[CH:8][CH:9]=1)([C:2]([F:1])([F:33])[C:25](=[O:32])[N:26]1[CH2:27][CH2:28][CH2:29][CH2:30][CH2:31]1)[C:38]([F:41])([F:40])[F:39])=[O:20])([CH3:24])[CH3:23]. The yield is 0.580. (3) The reactants are C([O:8][C:9]1[C:10]([O:36][CH2:37][CH3:38])=[C:11]([CH:15]([C:17]2[C:25]3[C:20](=[N:21][CH:22]=[CH:23][CH:24]=3)[N:19]([Si:26]([CH:33]([CH3:35])[CH3:34])([CH:30]([CH3:32])[CH3:31])[CH:27]([CH3:29])[CH3:28])[CH:18]=2)[OH:16])[CH:12]=[CH:13][CH:14]=1)C1C=CC=CC=1. The catalyst is CO.O1CCCC1.[Pd]. The product is [CH2:37]([O:36][C:10]1[C:9]([OH:8])=[CH:14][CH:13]=[CH:12][C:11]=1[C:15]([C:17]1[C:25]2[C:20](=[N:21][CH:22]=[CH:23][CH:24]=2)[N:19]([Si:26]([CH:30]([CH3:31])[CH3:32])([CH:27]([CH3:29])[CH3:28])[CH:33]([CH3:34])[CH3:35])[CH:18]=1)=[O:16])[CH3:38]. The yield is 0.950. (4) The reactants are C([O:3][C:4]([C:6]1[S:10][C:9]([N:11]([CH3:18])[CH:12]2[CH2:17][CH2:16][O:15][CH2:14][CH2:13]2)=[N:8][C:7]=1[CH:19]([CH3:21])[CH3:20])=[O:5])C.[OH-].[K+]. The catalyst is CCO.O. The product is [CH:19]([C:7]1[N:8]=[C:9]([N:11]([CH3:18])[CH:12]2[CH2:13][CH2:14][O:15][CH2:16][CH2:17]2)[S:10][C:6]=1[C:4]([OH:5])=[O:3])([CH3:21])[CH3:20]. The yield is 0.730. (5) The yield is 0.620. The reactants are [NH2:1][C:2]1[N:3]=[CH:4][C:5]2[CH2:11][N:10]([C:12]3[CH:13]=[C:14]([CH:18]=[CH:19][CH:20]=3)[C:15](O)=[O:16])[CH2:9][CH2:8][C:6]=2[N:7]=1.C(N(CC)C(C)C)(C)C.CN(C(ON1N=NC2C=CC=CC1=2)=[N+](C)C)C.F[P-](F)(F)(F)(F)F.[NH2:54][C:55]1[CH:60]=[CH:59][CH:58]=[C:57]([CH3:61])[CH:56]=1. The catalyst is CN(C=O)C. The product is [NH2:1][C:2]1[N:3]=[CH:4][C:5]2[CH2:11][N:10]([C:12]3[CH:13]=[C:14]([CH:18]=[CH:19][CH:20]=3)[C:15]([NH:54][C:55]3[CH:56]=[C:57]([CH3:61])[CH:58]=[CH:59][CH:60]=3)=[O:16])[CH2:9][CH2:8][C:6]=2[N:7]=1. (6) The reactants are [NH2:1][C:2](=[O:42])[CH2:3][C:4]1[C:5]([CH2:10][CH2:11][C:12]2[C:17]([C:18]([F:21])([F:20])[F:19])=[CH:16][N:15]=[C:14]([NH:22][C:23]3[CH:28]=[CH:27][C:26]([CH:29]4[CH2:34][CH2:33][CH2:32][N:31](C(OC(C)(C)C)=O)[CH2:30]4)=[CH:25][CH:24]=3)[N:13]=2)=[N:6][CH:7]=[CH:8][CH:9]=1.C(O)(C(F)(F)F)=O. The catalyst is C(Cl)Cl. The product is [NH:31]1[CH2:32][CH2:33][CH2:34][CH:29]([C:26]2[CH:27]=[CH:28][C:23]([NH:22][C:14]3[N:13]=[C:12]([CH2:11][CH2:10][C:5]4[C:4]([CH2:3][C:2]([NH2:1])=[O:42])=[CH:9][CH:8]=[CH:7][N:6]=4)[C:17]([C:18]([F:20])([F:19])[F:21])=[CH:16][N:15]=3)=[CH:24][CH:25]=2)[CH2:30]1. The yield is 0.940. (7) The reactants are Cl.Cl.[CH3:3][N:4]([CH3:11])[C:5]12[CH2:10][CH:9]1[CH2:8][NH:7][CH2:6]2.[Cl:12][C:13]1[N:18]=[C:17]([N:19]([C:35]([O:37][C:38]([CH3:41])([CH3:40])[CH3:39])=[O:36])[N:20]([C:28]([O:30][C:31]([CH3:34])([CH3:33])[CH3:32])=[O:29])[C:21]([O:23][C:24]([CH3:27])([CH3:26])[CH3:25])=[O:22])[C:16]([F:42])=[C:15](Cl)[N:14]=1.C(N(CC)C(C)C)(C)C. The catalyst is CN(C=O)C.CCOCC. The product is [CH3:27][C:24]([O:23][C:21]([N:20]([C:28]([O:30][C:31]([CH3:34])([CH3:33])[CH3:32])=[O:29])[N:19]([C:17]1[C:16]([F:42])=[C:15]([N:7]2[CH2:8][CH:9]3[C:5]([N:4]([CH3:11])[CH3:3])([CH2:10]3)[CH2:6]2)[N:14]=[C:13]([Cl:12])[N:18]=1)[C:35]([O:37][C:38]([CH3:39])([CH3:40])[CH3:41])=[O:36])=[O:22])([CH3:25])[CH3:26]. The yield is 0.840.